Dataset: Full USPTO retrosynthesis dataset with 1.9M reactions from patents (1976-2016). Task: Predict the reactants needed to synthesize the given product. (1) Given the product [NH2:1][C:4]1[CH:5]=[C:6]([CH:10]=[CH:11][CH:12]=1)[C:7]([NH:28][CH2:27][CH2:26][N:20]1[CH2:25][CH2:24][O:23][CH2:22][CH2:21]1)=[O:8], predict the reactants needed to synthesize it. The reactants are: [N+:1]([C:4]1[CH:5]=[C:6]([CH:10]=[CH:11][CH:12]=1)[C:7](Cl)=[O:8])([O-])=O.C(NC(C)C)(C)C.[N:20]1([CH2:26][CH2:27][NH2:28])[CH2:25][CH2:24][O:23][CH2:22][CH2:21]1. (2) Given the product [I:15][C:3]1[C:4]2[C:9](=[CH:8][CH:7]=[C:6]([C:10]([OH:12])=[O:11])[CH:5]=2)[NH:1][CH:2]=1, predict the reactants needed to synthesize it. The reactants are: [NH:1]1[C:9]2[C:4](=[CH:5][C:6]([C:10]([OH:12])=[O:11])=[CH:7][CH:8]=2)[CH:3]=[CH:2]1.[OH-].[K+].[I:15]I.S(=O)(=O)(O)[O-].[Na+].